From a dataset of NCI-60 drug combinations with 297,098 pairs across 59 cell lines. Regression. Given two drug SMILES strings and cell line genomic features, predict the synergy score measuring deviation from expected non-interaction effect. Drug 1: CC1=C2C(C(=O)C3(C(CC4C(C3C(C(C2(C)C)(CC1OC(=O)C(C(C5=CC=CC=C5)NC(=O)C6=CC=CC=C6)O)O)OC(=O)C7=CC=CC=C7)(CO4)OC(=O)C)O)C)OC(=O)C. Drug 2: COC1=C2C(=CC3=C1OC=C3)C=CC(=O)O2. Cell line: RPMI-8226. Synergy scores: CSS=12.9, Synergy_ZIP=-16.3, Synergy_Bliss=-29.1, Synergy_Loewe=-59.8, Synergy_HSA=-30.9.